Dataset: Full USPTO retrosynthesis dataset with 1.9M reactions from patents (1976-2016). Task: Predict the reactants needed to synthesize the given product. (1) Given the product [OH:1][C:2]1[CH:3]=[C:4]2[C:9](=[CH:10][CH:11]=1)[CH:8]=[C:7]([C:12]([N:17]1[CH2:18][CH2:19][CH2:20][CH:16]1[CH3:15])=[O:14])[CH:6]=[CH:5]2, predict the reactants needed to synthesize it. The reactants are: [OH:1][C:2]1[CH:3]=[C:4]2[C:9](=[CH:10][CH:11]=1)[CH:8]=[C:7]([C:12]([OH:14])=O)[CH:6]=[CH:5]2.[CH3:15][CH:16]1[CH2:20][CH2:19][CH2:18][NH:17]1. (2) Given the product [C:1]([O:5][C:6]([N:8]1[CH2:13][CH2:12][CH:11]([N:14]2[CH:18]=[C:17]([C:19]3[CH:20]=[N:21][C:22]([NH2:34])=[C:23]([C:37]4[N:38]=[CH:39][C:40]5[C:45]([C:36]=4[CH3:35])=[CH:44][CH:43]=[CH:42][CH:41]=5)[CH:24]=3)[CH:16]=[N:15]2)[CH2:10][CH2:9]1)=[O:7])([CH3:4])([CH3:2])[CH3:3], predict the reactants needed to synthesize it. The reactants are: [C:1]([O:5][C:6]([N:8]1[CH2:13][CH2:12][CH:11]([N:14]2[CH:18]=[C:17]([C:19]3[CH:20]=[N:21][C:22]([NH2:34])=[C:23](B4OC(C)(C)C(C)(C)O4)[CH:24]=3)[CH:16]=[N:15]2)[CH2:10][CH2:9]1)=[O:7])([CH3:4])([CH3:3])[CH3:2].[CH3:35][C:36]1[C:45]2[C:40](=[CH:41][CH:42]=[CH:43][CH:44]=2)[CH:39]=[N:38][C:37]=1OS(C(F)(F)F)(=O)=O.O1CCOCC1.C([O-])([O-])=O.[Cs+].[Cs+].O. (3) Given the product [Br:12][C:13]1[CH:18]=[C:17]([C:19]2([C:2]3[CH:3]=[C:4]([CH3:11])[C:5]([O:9][CH3:10])=[C:6]([CH3:8])[CH:7]=3)[C:27]3[C:28](=[C:29]([F:33])[CH:30]=[CH:31][CH:32]=3)[C:34]([NH2:35])=[N:20]2)[CH:16]=[CH:15][N:14]=1, predict the reactants needed to synthesize it. The reactants are: Br[C:2]1[CH:3]=[C:4]([CH3:11])[C:5]([O:9][CH3:10])=[C:6]([CH3:8])[CH:7]=1.[Br:12][C:13]1[CH:18]=[C:17](/[C:19](/[C:27]2[CH:32]=[CH:31][CH:30]=[C:29]([F:33])[C:28]=2[C:34]#[N:35])=[N:20]\S(C(C)(C)C)=O)[CH:16]=[CH:15][N:14]=1.